From a dataset of Forward reaction prediction with 1.9M reactions from USPTO patents (1976-2016). Predict the product of the given reaction. (1) The product is: [CH:7]([N:24]([CH2:22][CH3:23])[CH:9]([CH3:14])[CH3:15])([CH3:8])[CH3:6]. Given the reactants C(Cl)Cl.O1[CH2:8][CH2:7][CH2:6]C1.[C:9]1([CH3:15])[CH:14]=CC=CC=1.C(OCC)(=O)C.[CH2:22]([N:24](CC)CC)[CH3:23], predict the reaction product. (2) Given the reactants C[O:2][C:3]([C:5]1[CH:45]=[CH:44][C:8]([O:9][CH2:10][CH:11]2[N:16]([C:17]([C:19]3[CH:23]=[C:22]([CH3:24])[N:21]([C:25]4[CH:30]=[CH:29][CH:28]=[CH:27][CH:26]=4)[C:20]=3[C:31]3[CH:36]=[CH:35][CH:34]=[CH:33][CH:32]=3)=[O:18])[CH2:15][CH2:14][N:13]([C:37]([O:39][C:40]([CH3:43])([CH3:42])[CH3:41])=[O:38])[CH2:12]2)=[CH:7][CH:6]=1)=[O:4].[OH-].[K+], predict the reaction product. The product is: [C:40]([O:39][C:37]([N:13]1[CH2:14][CH2:15][N:16]([C:17]([C:19]2[CH:23]=[C:22]([CH3:24])[N:21]([C:25]3[CH:30]=[CH:29][CH:28]=[CH:27][CH:26]=3)[C:20]=2[C:31]2[CH:32]=[CH:33][CH:34]=[CH:35][CH:36]=2)=[O:18])[CH:11]([CH2:10][O:9][C:8]2[CH:44]=[CH:45][C:5]([C:3]([OH:4])=[O:2])=[CH:6][CH:7]=2)[CH2:12]1)=[O:38])([CH3:43])([CH3:41])[CH3:42]. (3) Given the reactants [CH3:1][O:2][N:3]([CH3:16])[C:4](=[O:15])[C:5]1[CH:10]=[CH:9][C:8]([F:11])=[CH:7][C:6]=1[N+:12]([O-])=O, predict the reaction product. The product is: [CH3:1][O:2][N:3]([CH3:16])[C:4](=[O:15])[C:5]1[CH:10]=[CH:9][C:8]([F:11])=[CH:7][C:6]=1[NH2:12]. (4) The product is: [CH2:1]([N:8]1[CH2:17][CH2:16][C:15]2[C:14]([Cl:21])=[N:13][CH:12]=[N:11][C:10]=2[CH2:9]1)[C:2]1[CH:7]=[CH:6][CH:5]=[CH:4][CH:3]=1. Given the reactants [CH2:1]([N:8]1[CH2:17][CH2:16][C:15]2[C:14](=O)[NH:13][CH:12]=[N:11][C:10]=2[CH2:9]1)[C:2]1[CH:7]=[CH:6][CH:5]=[CH:4][CH:3]=1.O=P(Cl)(Cl)[Cl:21].CN(C)C1C=CC=CC=1.C([O-])(O)=O.[Na+], predict the reaction product. (5) Given the reactants S(Cl)(Cl)=O.[CH:5]1([CH2:8][C:9]([OH:11])=O)[CH2:7][CH2:6]1.[Cl:12][C:13]1[C:14]([NH:21][CH2:22][CH:23]2[CH2:25][CH:24]2[C:26]2[CH:31]=[CH:30][C:29]([F:32])=[CH:28][CH:27]=2)=[CH:15][N:16]=[N:17][C:18]=1[NH:19][NH2:20].C(=O)(O)[O-].[Na+], predict the reaction product. The product is: [Cl:12][C:13]1[C:14]([NH:21][CH2:22][CH:23]2[CH2:25][CH:24]2[C:26]2[CH:31]=[CH:30][C:29]([F:32])=[CH:28][CH:27]=2)=[CH:15][N:16]=[N:17][C:18]=1[NH:19][NH:20][C:9](=[O:11])[CH2:8][CH:5]1[CH2:6][CH2:7]1. (6) The product is: [CH3:1][O:2][C:3](=[O:23])[CH2:4][CH2:5][C:6]1[CH:11]=[CH:10][C:9]([C:12]([CH3:15])([CH3:14])[CH3:13])=[CH:8][C:7]=1[O:16][CH:17]1[CH2:22][CH2:21][O:20][CH2:19][CH2:18]1. Given the reactants [CH3:1][O:2][C:3](=[O:23])[CH:4]=[CH:5][C:6]1[CH:11]=[CH:10][C:9]([C:12]([CH3:15])([CH3:14])[CH3:13])=[CH:8][C:7]=1[O:16][CH:17]1[CH2:22][CH2:21][O:20][CH2:19][CH2:18]1, predict the reaction product. (7) Given the reactants S(Cl)([Cl:3])=O.[CH2:5]([O:12][C:13]1[CH:22]=[C:21]2[C:16]([C:17](=O)[CH:18]=[CH:19][NH:20]2)=[CH:15][C:14]=1[C:24]([O:26]C1C=CC=CC=1)=O)[C:6]1[CH:11]=[CH:10][CH:9]=[CH:8][CH:7]=1.C[N:34]([CH3:37])C=O, predict the reaction product. The product is: [CH3:37][NH:34][C:24]([C:14]1[CH:15]=[C:16]2[C:21](=[CH:22][C:13]=1[O:12][CH2:5][C:6]1[CH:11]=[CH:10][CH:9]=[CH:8][CH:7]=1)[N:20]=[CH:19][CH:18]=[C:17]2[Cl:3])=[O:26]. (8) The product is: [CH3:1][O:2][C:3]([C:5]1([O:8][CH2:11][C:12]2[CH:17]=[CH:16][CH:15]=[CH:14][CH:13]=2)[CH2:7][CH2:6]1)=[O:4]. Given the reactants [CH3:1][O:2][C:3]([C:5]1([OH:8])[CH2:7][CH2:6]1)=[O:4].[H-].[Na+].[CH2:11](Br)[C:12]1[CH:17]=[CH:16][CH:15]=[CH:14][CH:13]=1, predict the reaction product.